Dataset: Forward reaction prediction with 1.9M reactions from USPTO patents (1976-2016). Task: Predict the product of the given reaction. Given the reactants [Cl:1][C:2]1[C:3]2[N:4]([CH:21]=[N:22][CH:23]=2)[C:5]([C:14]2[CH:19]=[CH:18][CH:17]=[C:16]([F:20])[CH:15]=2)=[C:6]([C:8](N(OC)C)=[O:9])[CH:7]=1.Cl[Mg][CH2:26][CH3:27], predict the reaction product. The product is: [Cl:1][C:2]1[C:3]2[N:4]([CH:21]=[N:22][CH:23]=2)[C:5]([C:14]2[CH:19]=[CH:18][CH:17]=[C:16]([F:20])[CH:15]=2)=[C:6]([C:8](=[O:9])[CH2:26][CH3:27])[CH:7]=1.